This data is from Catalyst prediction with 721,799 reactions and 888 catalyst types from USPTO. The task is: Predict which catalyst facilitates the given reaction. (1) Reactant: Cl[C:2]([O:4][CH:5]([Cl:7])[CH3:6])=[O:3].[N+:8]([O-:22])([O:10][C@@H:11]([C@H:13]([O:18][N+:19]([O-:21])=[O:20])[CH2:14][CH2:15][CH2:16][OH:17])[CH3:12])=[O:9].N1C=CC=CC=1. Product: [C:2](=[O:3])([O:4][CH:5]([Cl:7])[CH3:6])[O:17][CH2:16][CH2:15][CH2:14][C@@H:13]([O:18][N+:19]([O-:21])=[O:20])[C@H:11]([O:10][N+:8]([O-:22])=[O:9])[CH3:12]. The catalyst class is: 4. (2) Reactant: [F:1][C:2]([F:14])([F:13])[C:3]([NH:5][C@H:6]([CH2:9][CH:10]([CH3:12])[CH3:11])[CH2:7][OH:8])=[O:4].[H-].[Na+].Br[CH2:18][CH:19]=[CH2:20]. Product: [CH2:20]([O:8][CH2:7][C@H:6]([NH:5][C:3](=[O:4])[C:2]([F:13])([F:14])[F:1])[CH2:9][CH:10]([CH3:12])[CH3:11])[CH:19]=[CH2:18]. The catalyst class is: 1. (3) Reactant: [NH2:1][C:2]1[C:9]([O:10][CH3:11])=[CH:8][C:7](Br)=[CH:6][C:3]=1[C:4]#[N:5].[Br-].[CH3:14][CH:15]([CH3:18])[CH2:16][Zn+].O. Product: [NH2:1][C:2]1[C:9]([O:10][CH3:11])=[CH:8][C:7]([CH2:14][CH:15]([CH3:18])[CH3:16])=[CH:6][C:3]=1[C:4]#[N:5]. The catalyst class is: 450. (4) Reactant: [Cl:1][C:2]1[CH:7]=[CH:6][C:5]([N:8]([C@H:12]2[C:21]3[C:16](=[CH:17][CH:18]=[CH:19][CH:20]=3)[N:15]([C:22](=[O:30])[C:23]3[CH:28]=[CH:27][C:26]([OH:29])=[CH:25][CH:24]=3)[C@@H:14]([CH3:31])[CH2:13]2)[C:9](=[O:11])[CH3:10])=[CH:4][CH:3]=1.C([O-])([O-])=O.[K+].[K+].Br[CH2:39][CH2:40][CH2:41][C:42]([CH3:45])([OH:44])[CH3:43]. Product: [Cl:1][C:2]1[CH:3]=[CH:4][C:5]([N:8]([C@H:12]2[C:21]3[C:16](=[CH:17][CH:18]=[CH:19][CH:20]=3)[N:15]([C:22](=[O:30])[C:23]3[CH:24]=[CH:25][C:26]([O:29][CH2:39][CH2:40][CH2:41][C:42]([OH:44])([CH3:45])[CH3:43])=[CH:27][CH:28]=3)[C@@H:14]([CH3:31])[CH2:13]2)[C:9](=[O:11])[CH3:10])=[CH:6][CH:7]=1. The catalyst class is: 3. (5) Reactant: C1(P(C2C=CC=CC=2)C2C=CC=CC=2)C=CC=CC=1.N(C(OCC)=O)=NC(OCC)=O.[C:32]([O:36][CH2:37][CH3:38])(=[O:35])[CH2:33][OH:34].[CH3:39][C:40]([CH3:47])([CH3:46])[C:41](=O)[CH2:42][C:43]#[N:44]. Product: [CH3:39][C:40]([CH3:47])([CH3:46])/[C:41](/[O:34][CH2:33][C:32]([O:36][CH2:37][CH3:38])=[O:35])=[CH:42]/[C:43]#[N:44]. The catalyst class is: 1. (6) Reactant: [C:1]1([C:7]2[CH:8]=[C:9]([C:23]3[CH:24]=[N:25][CH:26]=[CH:27][CH:28]=3)[CH:10]=[C:11]([NH:13][C:14](=[O:22])OC3C=CC=CC=3)[CH:12]=2)[CH:6]=[CH:5][CH:4]=[CH:3][CH:2]=1.[CH3:29][O:30][C:31]1[CH:32]=[C:33]2[C:37](=[CH:38][C:39]=1[C:40]([F:43])([F:42])[F:41])[NH:36][CH2:35][CH2:34]2. Product: [CH3:29][O:30][C:31]1[CH:32]=[C:33]2[C:37](=[CH:38][C:39]=1[C:40]([F:43])([F:41])[F:42])[N:36]([C:14](=[O:22])[NH:13][C:11]1[CH:12]=[C:7]([C:1]3[CH:6]=[CH:5][CH:4]=[CH:3][CH:2]=3)[CH:8]=[C:9]([C:23]3[CH:24]=[N:25][CH:26]=[CH:27][CH:28]=3)[CH:10]=1)[CH2:35][CH2:34]2. The catalyst class is: 3. (7) Product: [C:1]([C:5]1[N:9]([CH2:10][CH:11]2[CH2:16][CH2:15][C:14]([F:18])([F:17])[CH2:13][CH2:12]2)[C:8]2[CH:19]=[CH:20][C:21]([C:23]([N:60]3[CH2:63][CH:62]([C:64]([O:66][CH3:67])=[O:65])[CH2:61]3)=[O:24])=[CH:22][C:7]=2[N:6]=1)([CH3:4])([CH3:2])[CH3:3]. The catalyst class is: 3. Reactant: [C:1]([C:5]1[N:9]([CH2:10][CH:11]2[CH2:16][CH2:15][C:14]([F:18])([F:17])[CH2:13][CH2:12]2)[C:8]2[CH:19]=[CH:20][C:21]([C:23](O)=[O:24])=[CH:22][C:7]=2[N:6]=1)([CH3:4])([CH3:3])[CH3:2].CCN(C(C)C)C(C)C.CN(C(ON1N=NC2C=CC=NC1=2)=[N+](C)C)C.F[P-](F)(F)(F)(F)F.Cl.[NH:60]1[CH2:63][CH:62]([C:64]([O:66][CH3:67])=[O:65])[CH2:61]1. (8) Reactant: Cl.[NH2:2]O.[C:4]([C:8]1[CH:13]=[CH:12][C:11]([C:14](=[O:23])[CH2:15][C:16](=O)[C:17]([O:19][CH2:20][CH3:21])=[O:18])=[CH:10][CH:9]=1)([CH3:7])([CH3:6])[CH3:5]. Product: [C:4]([C:8]1[CH:13]=[CH:12][C:11]([C:14]2[O:23][N:2]=[C:16]([C:17]([O:19][CH2:20][CH3:21])=[O:18])[CH:15]=2)=[CH:10][CH:9]=1)([CH3:7])([CH3:6])[CH3:5]. The catalyst class is: 8. (9) Reactant: Cl.C(O[C:7]([N:9](C)[S:10]([NH:13][CH2:14][C:15]([O:17][CH2:18][CH3:19])=[O:16])(=[O:12])=[O:11])=O)CCC. Product: [CH3:7][NH:9][S:10]([NH:13][CH2:14][C:15]([O:17][CH2:18][CH3:19])=[O:16])(=[O:12])=[O:11]. The catalyst class is: 5.